This data is from NCI-60 drug combinations with 297,098 pairs across 59 cell lines. The task is: Regression. Given two drug SMILES strings and cell line genomic features, predict the synergy score measuring deviation from expected non-interaction effect. Drug 1: CC12CCC(CC1=CCC3C2CCC4(C3CC=C4C5=CN=CC=C5)C)O. Drug 2: CC1=C(C=C(C=C1)NC(=O)C2=CC=C(C=C2)CN3CCN(CC3)C)NC4=NC=CC(=N4)C5=CN=CC=C5. Cell line: 786-0. Synergy scores: CSS=1.41, Synergy_ZIP=-4.50, Synergy_Bliss=-7.09, Synergy_Loewe=-7.30, Synergy_HSA=-6.78.